From a dataset of HIV replication inhibition screening data with 41,000+ compounds from the AIDS Antiviral Screen. Binary Classification. Given a drug SMILES string, predict its activity (active/inactive) in a high-throughput screening assay against a specified biological target. (1) The compound is Cc1cccc(C)c1NC(=O)CN(CC(C)C)CC(O)COc1ccccc1. The result is 0 (inactive). (2) The molecule is Cc1nc2n(c1C(N)=O)CCS2. The result is 0 (inactive). (3) The result is 0 (inactive). The molecule is COc1nc2c(c(=O)n1C)NC1C(N2)OCC(O)C1O. (4) The compound is O=C(C=C(Nc1ccccc1O)c1ccccc1)C(=O)NC12CC3CC(CC(C3)C1)C2. The result is 0 (inactive). (5) The drug is Oc1c(CN2CCCCC2)ccc2ccccc12. The result is 0 (inactive). (6) The compound is C(Cc1ccc2c(c1)OCO2)=NNC1=NCCCN1.I. The result is 0 (inactive). (7) The drug is COc1ccc(NS(=O)c2cccc(C)c2)cc1. The result is 0 (inactive).